This data is from Reaction yield outcomes from USPTO patents with 853,638 reactions. The task is: Predict the reaction yield, written as a fraction of the theoretical maximum amount of product (1.0 means a 100% yield; for example, 0.34 means a 34% yield). (1) The reactants are [F:1][C:2]1[C:7]([N+:8]([O-])=O)=[CH:6][C:5]([N:11]2[C:15](=[O:16])[N:14]([CH3:17])[N:13]=[N:12]2)=[C:4]([OH:18])[CH:3]=1.CCO.CC(O)=O.CC1C=C2N=C3C(=NC(NC3=O)=O)N(C[C@H](O)[C@H](O)[C@H](O)CO)C2=CC=1C. The catalyst is O.[Pd]. The product is [NH2:8][C:7]1[C:2]([F:1])=[CH:3][C:4]([OH:18])=[C:5]([N:11]2[C:15](=[O:16])[N:14]([CH3:17])[N:13]=[N:12]2)[CH:6]=1. The yield is 0.990. (2) The reactants are [NH2:1][C@@H:2]([C@@H:7]([O:18][CH3:19])[C:8]1[CH:13]=[CH:12][C:11]([C:14]([F:17])([F:16])[F:15])=[CH:10][CH:9]=1)[C:3]([O:5][CH3:6])=[O:4].[C:20](O[C:20]([O:22][C:23]([CH3:26])([CH3:25])[CH3:24])=[O:21])([O:22][C:23]([CH3:26])([CH3:25])[CH3:24])=[O:21].C(=O)(O)[O-].[Na+]. The catalyst is C1COCC1. The product is [C:23]([O:22][C:20]([NH:1][C@@H:2]([C@@H:7]([O:18][CH3:19])[C:8]1[CH:13]=[CH:12][C:11]([C:14]([F:16])([F:17])[F:15])=[CH:10][CH:9]=1)[C:3]([O:5][CH3:6])=[O:4])=[O:21])([CH3:26])([CH3:25])[CH3:24]. The yield is 0.830. (3) The reactants are [CH3:1][C:2]1[CH:28]=[CH:27][C:5]([C:6]([NH:8][C:9]2[CH:14]=[CH:13][C:12]([CH2:15][N:16]3[CH2:21][CH2:20][N:19]([CH3:22])[CH2:18][CH2:17]3)=[C:11]([C:23]([F:26])([F:25])[F:24])[CH:10]=2)=[O:7])=[CH:4][C:3]=1[C:29]#[C:30][Si](C)(C)C.CCCC[N+](CCCC)(CCCC)CCCC.[F-]. The catalyst is C1COCC1. The product is [C:29]([C:3]1[CH:4]=[C:5]([CH:27]=[CH:28][C:2]=1[CH3:1])[C:6]([NH:8][C:9]1[CH:14]=[CH:13][C:12]([CH2:15][N:16]2[CH2:17][CH2:18][N:19]([CH3:22])[CH2:20][CH2:21]2)=[C:11]([C:23]([F:24])([F:26])[F:25])[CH:10]=1)=[O:7])#[CH:30]. The yield is 0.780. (4) The reactants are Cl.[NH2:2][CH2:3][CH2:4][C:5]1[CH:12]=[CH:11][C:8]([C:9]#[N:10])=[CH:7][CH:6]=1.C([O-])(O)=O.[Na+]. No catalyst specified. The product is [NH2:2][CH2:3][CH2:4][C:5]1[CH:12]=[CH:11][C:8]([C:9]#[N:10])=[CH:7][CH:6]=1. The yield is 0.850. (5) The reactants are Br[CH:2]([C:4]1[N:13]([CH3:14])[C:12](=[O:15])[C:11]2[C:6](=[CH:7][CH:8]=[C:9]([C:16]#[N:17])[CH:10]=2)[N:5]=1)[CH3:3].[CH3:18][O:19][C:20]1[CH:25]=[CH:24][C:23]([S:26]([N:29]2[CH2:34][CH2:33][NH:32][CH2:31][CH2:30]2)(=[O:28])=[O:27])=[CH:22][CH:21]=1. The catalyst is C(#N)C. The product is [CH3:18][O:19][C:20]1[CH:25]=[CH:24][C:23]([S:26]([N:29]2[CH2:34][CH2:33][N:32]([CH:2]([C:4]3[N:13]([CH3:14])[C:12](=[O:15])[C:11]4[C:6](=[CH:7][CH:8]=[C:9]([C:16]#[N:17])[CH:10]=4)[N:5]=3)[CH3:3])[CH2:31][CH2:30]2)(=[O:28])=[O:27])=[CH:22][CH:21]=1. The yield is 0.0820. (6) The product is [Cl:6][C:7]1[CH:8]=[C:9]2[C:14](=[CH:15][CH:16]=1)[N:13]([C@H:17]([CH3:32])[C:18]([N:20]1[CH2:21][CH2:22][N:23]([C:26]3[CH:27]=[CH:28][C:29]([S:2]([Cl:1])(=[O:5])=[O:3])=[CH:30][CH:31]=3)[CH2:24][CH2:25]1)=[O:19])[CH2:12][CH2:11][CH2:10]2. The yield is 0.100. The reactants are [Cl:1][S:2]([OH:5])(=O)=[O:3].[Cl:6][C:7]1[CH:8]=[C:9]2[C:14](=[CH:15][CH:16]=1)[N:13]([C@H:17]([CH3:32])[C:18]([N:20]1[CH2:25][CH2:24][N:23]([C:26]3[CH:31]=[CH:30][CH:29]=[CH:28][CH:27]=3)[CH2:22][CH2:21]1)=[O:19])[CH2:12][CH2:11][CH2:10]2. No catalyst specified. (7) The reactants are Cl.Cl[CH2:3][CH2:4][N:5]1[CH2:10][CH2:9][O:8][CH2:7][CH2:6]1.[I-:11].[Na+]. The catalyst is CC(C)=O. The product is [I:11][CH2:3][CH2:4][N:5]1[CH2:10][CH2:9][O:8][CH2:7][CH2:6]1. The yield is 0.590.